From a dataset of Full USPTO retrosynthesis dataset with 1.9M reactions from patents (1976-2016). Predict the reactants needed to synthesize the given product. (1) Given the product [NH:14]1[C:15]2[C:11](=[CH:10][C:9]([NH:8][CH:7]3[CH:4]4[CH2:5][CH2:6][CH:1]3[N:2]([CH2:25][C:24]3[CH:27]=[CH:28][C:29]([CH3:30])=[C:22]([CH:23]=3)[O:21][CH2:20][CH2:19][OH:18])[CH2:3]4)=[CH:17][CH:16]=2)[CH:12]=[N:13]1, predict the reactants needed to synthesize it. The reactants are: [CH:1]12[CH:7]([NH:8][C:9]3[CH:10]=[C:11]4[C:15](=[CH:16][CH:17]=3)[NH:14][N:13]=[CH:12]4)[CH:4]([CH2:5][CH2:6]1)[CH2:3][NH:2]2.[OH:18][CH2:19][CH2:20][O:21][C:22]1[CH:23]=[C:24]([CH:27]=[CH:28][C:29]=1[CH3:30])[CH:25]=O. (2) Given the product [NH2:27][CH2:26][CH2:25][NH:28][C:20]1[C:19]2[C:14](=[CH:15][CH:16]=[CH:17][CH:18]=2)[N:13]=[C:12]([N:10]2[C:9](=[O:23])[CH2:8][CH2:7][C:6]3[CH:24]=[C:2]([Br:1])[CH:3]=[CH:4][C:5]=3[CH2:11]2)[CH:21]=1, predict the reactants needed to synthesize it. The reactants are: [Br:1][C:2]1[CH:3]=[CH:4][C:5]2[CH2:11][N:10]([C:12]3[CH:21]=[C:20](Cl)[C:19]4[C:14](=[CH:15][CH:16]=[CH:17][CH:18]=4)[N:13]=3)[C:9](=[O:23])[CH2:8][CH2:7][C:6]=2[CH:24]=1.[CH2:25]([NH2:28])[CH2:26][NH2:27].